Dataset: Catalyst prediction with 721,799 reactions and 888 catalyst types from USPTO. Task: Predict which catalyst facilitates the given reaction. (1) Reactant: [I:1][C:2]1[CH:7]=[CH:6][C:5]([O:8][CH3:9])=[CH:4][C:3]=1[S:10][C:11]1[NH:12][C:13]2[C:18]([N:19]=1)=[C:17]([NH2:20])[N:16]=[CH:15][N:14]=2.Br[CH2:22][CH2:23][CH2:24][NH:25][C:26](=[O:31])[C:27]([CH3:30])([CH3:29])[CH3:28].C([O-])([O-])=O.[Cs+].[Cs+]. Product: [NH2:20][C:17]1[N:16]=[CH:15][N:14]=[C:13]2[C:18]=1[N:19]=[C:11]([S:10][C:3]1[CH:4]=[C:5]([O:8][CH3:9])[CH:6]=[CH:7][C:2]=1[I:1])[N:12]2[CH2:22][CH2:23][CH2:24][NH:25][C:26](=[O:31])[C:27]([CH3:30])([CH3:29])[CH3:28]. The catalyst class is: 3. (2) Reactant: [CH3:1][C:2]1[CH:7]=[C:6]([CH3:8])[CH:5]=[C:4]([CH3:9])[C:3]=1[N:10]=[C:11]([C:13]1[CH:18]=[CH:17][CH:16]=[C:15]([C:19](=O)[CH3:20])[N:14]=1)[CH3:12].[CH3:22][Si:23]([CH3:33])([CH3:32])[O:24][C:25]1[CH:31]=[CH:30][C:28]([NH2:29])=[CH:27][CH:26]=1. Product: [CH3:1][C:2]1[CH:7]=[C:6]([CH3:8])[CH:5]=[C:4]([CH3:9])[C:3]=1[N:10]=[C:11]([C:13]1[CH:18]=[CH:17][CH:16]=[C:15]([C:19](=[N:29][C:28]2[CH:27]=[CH:26][C:25]([O:24][Si:23]([CH3:33])([CH3:32])[CH3:22])=[CH:31][CH:30]=2)[CH3:20])[N:14]=1)[CH3:12]. The catalyst class is: 11. (3) Reactant: [CH:1](=[O:10])[C:2]1[CH:9]=[CH:8][CH:7]=[C:4]([CH:5]=[O:6])[CH:3]=1.[BH4-].[Na+]. Product: [OH:10][CH2:1][C:2]1[CH:3]=[C:4]([CH:7]=[CH:8][CH:9]=1)[CH:5]=[O:6]. The catalyst class is: 14. (4) Reactant: C([Si]([O:8][CH2:9][C@@H:10]1[C@@H:18]([C@@:19]2([CH3:42])[CH2:24][CH2:23][C@H:22]([O:25][Si](C(C)(C)C)(C)C)[CH2:21][C@@H:20]2[CH2:33][O:34][Si](C(C)(C)C)(C)C)[CH2:17][CH2:16][C@@:15]2([CH3:43])[C@H:11]1[CH:12]=[CH:13][C:14]2=[CH2:44])(C)C)(C)(C)C.CCCC[N+](CCCC)(CCCC)CCCC.[F-]. Product: [OH:34][CH2:33][C@@H:20]1[C@:19]([C@H:18]2[CH2:17][CH2:16][C@@:15]3([CH3:43])[C@@H:11]([CH:12]=[CH:13][C:14]3=[CH2:44])[C@@H:10]2[CH2:9][OH:8])([CH3:42])[CH2:24][CH2:23][C@H:22]([OH:25])[CH2:21]1. The catalyst class is: 49.